Dataset: Catalyst prediction with 721,799 reactions and 888 catalyst types from USPTO. Task: Predict which catalyst facilitates the given reaction. (1) Reactant: [Br:1][C:2]1[N:7]=[CH:6][C:5]([C:8]2[C:12]3[CH2:13][C:14]4[S:15][CH:16]=[CH:17][C:18]=4[C:11]=3[NH:10][N:9]=2)=[CH:4][CH:3]=1.C([O-])([O-])=[O:20].[Cs+].[Cs+]. Product: [Br:1][C:2]1[N:7]=[CH:6][C:5]([C:8]2[C:12]3[C:13](=[O:20])[C:14]4[S:15][CH:16]=[CH:17][C:18]=4[C:11]=3[NH:10][N:9]=2)=[CH:4][CH:3]=1. The catalyst class is: 3. (2) Reactant: Br[CH2:2][C:3]([C:5]1[C:10]([O:11][CH3:12])=[CH:9][C:8]([F:13])=[CH:7][C:6]=1[Cl:14])=O.[NH2:15][C:16]([NH2:18])=[S:17]. Product: [Cl:14][C:6]1[CH:7]=[C:8]([F:13])[CH:9]=[C:10]([O:11][CH3:12])[C:5]=1[C:3]1[N:15]=[C:16]([NH2:18])[S:17][CH:2]=1. The catalyst class is: 14. (3) Reactant: Cl[C:2]1[N:7]=[C:6]([CH3:8])[N:5]=[C:4]([N:9]([CH2:19][C:20]2[CH:25]=[CH:24][C:23]([O:26][CH3:27])=[CH:22][CH:21]=2)[CH2:10][C:11]2[CH:16]=[CH:15][C:14]([O:17][CH3:18])=[CH:13][CH:12]=2)[N:3]=1.[F:28][C:29]1[C:34](B(O)O)=[CH:33][C:32]([CH:38]([C:40]2[CH:45]=[CH:44][C:43]([S:46][CH3:47])=[CH:42][CH:41]=2)[CH3:39])=[CH:31][N:30]=1.C([O-])(=O)C.[K+]. Product: [F:28][C:29]1[C:34]([C:2]2[N:7]=[C:6]([CH3:8])[N:5]=[C:4]([N:9]([CH2:19][C:20]3[CH:25]=[CH:24][C:23]([O:26][CH3:27])=[CH:22][CH:21]=3)[CH2:10][C:11]3[CH:16]=[CH:15][C:14]([O:17][CH3:18])=[CH:13][CH:12]=3)[N:3]=2)=[CH:33][C:32]([CH:38]([C:40]2[CH:41]=[CH:42][C:43]([S:46][CH3:47])=[CH:44][CH:45]=2)[CH3:39])=[CH:31][N:30]=1. The catalyst class is: 12. (4) Reactant: Br[CH2:2][C:3]1[CH:8]=[CH:7][C:6]([CH2:9][N:10]2[CH2:23][CH2:22][CH2:21][N:20]([C:24]([O:26][C:27]([CH3:30])([CH3:29])[CH3:28])=[O:25])[CH2:19][CH2:18][N:17]([C:31]([O:33][C:34]([CH3:37])([CH3:36])[CH3:35])=[O:32])[CH2:16][CH2:15][CH2:14][N:13]([C:38]([O:40][C:41]([CH3:44])([CH3:43])[CH3:42])=[O:39])[CH2:12][CH2:11]2)=[CH:5][CH:4]=1.[NH:45]([C:49]1[NH:50][C:51]2[CH:57]=[CH:56][CH:55]=[CH:54][C:52]=2[N:53]=1)[C:46]([NH2:48])=[NH:47]. Product: [NH:45]([C:49]1[N:50]([CH2:2][C:3]2[CH:8]=[CH:7][C:6]([CH2:9][N:10]3[CH2:23][CH2:22][CH2:21][N:20]([C:24]([O:26][C:27]([CH3:30])([CH3:29])[CH3:28])=[O:25])[CH2:19][CH2:18][N:17]([C:31]([O:33][C:34]([CH3:37])([CH3:36])[CH3:35])=[O:32])[CH2:16][CH2:15][CH2:14][N:13]([C:38]([O:40][C:41]([CH3:44])([CH3:43])[CH3:42])=[O:39])[CH2:12][CH2:11]3)=[CH:5][CH:4]=2)[C:51]2[CH:57]=[CH:56][CH:55]=[CH:54][C:52]=2[N:53]=1)[C:46]([NH2:48])=[NH:47]. The catalyst class is: 10. (5) Reactant: [H-].[Na+].[C:3]([CH2:5]P(=O)(OCC)OCC)#[N:4].[Br:14][C:15]1[CH:23]=[C:22]([N+:24]([O-:26])=[O:25])[C:21]([O:27][CH3:28])=[C:20]2[C:16]=1[CH2:17][CH2:18][C:19]2=O.[Cl-].[NH4+]. The catalyst class is: 7. Product: [Br:14][C:15]1[CH:23]=[C:22]([N+:24]([O-:26])=[O:25])[C:21]([O:27][CH3:28])=[C:20]2[C:16]=1[CH2:17][CH2:18][C:19]2=[CH:5][C:3]#[N:4]. (6) Reactant: [CH:1]([O:4][C:5]1[CH:20]=[CH:19][C:8]([O:9][C:10]2[CH:18]=[CH:17][C:13]([CH:14]=[N:15][OH:16])=[CH:12][CH:11]=2)=[CH:7][CH:6]=1)([CH3:3])[CH3:2].[Cl:21]N1C(=O)CCC1=O.O. Product: [OH:16][N:15]=[C:14]([Cl:21])[C:13]1[CH:17]=[CH:18][C:10]([O:9][C:8]2[CH:19]=[CH:20][C:5]([O:4][CH:1]([CH3:3])[CH3:2])=[CH:6][CH:7]=2)=[CH:11][CH:12]=1. The catalyst class is: 9. (7) Reactant: [CH2:1]([O:3][C:4]([C:6]1[C:7]2[CH2:27][S:26](=[O:29])(=[O:28])[C:25]3[CH:24]=[CH:23][CH:22]=[CH:21][C:20]=3[C:8]=2[N:9]([C:11]2[CH:19]=[CH:18][C:14]([C:15](O)=[O:16])=[CH:13][CH:12]=2)[N:10]=1)=[O:5])[CH3:2].C(N(CC)CC)C.ClC(OCC(C)C)=O.[BH4-].[Na+]. Product: [OH:16][CH2:15][C:14]1[CH:13]=[CH:12][C:11]([N:9]2[C:8]3[C:20]4[CH:21]=[CH:22][CH:23]=[CH:24][C:25]=4[S:26](=[O:29])(=[O:28])[CH2:27][C:7]=3[C:6]([C:4]([O:3][CH2:1][CH3:2])=[O:5])=[N:10]2)=[CH:19][CH:18]=1. The catalyst class is: 1. (8) Reactant: [N+:1]([C:4]1[CH:5]=[N:6][N:7]([CH:9]2[CH2:13][CH2:12][C:11](=[O:14])[CH2:10]2)[CH:8]=1)([O-:3])=[O:2].[BH4-].[Na+]. Product: [N+:1]([C:4]1[CH:5]=[N:6][N:7]([CH:9]2[CH2:13][CH2:12][CH:11]([OH:14])[CH2:10]2)[CH:8]=1)([O-:3])=[O:2]. The catalyst class is: 5.